Dataset: Retrosynthesis with 50K atom-mapped reactions and 10 reaction types from USPTO. Task: Predict the reactants needed to synthesize the given product. (1) Given the product CCCCCCCCCCCCOc1nc(OCCCCCCCCCCCC)nc(Oc2cc(-c3ccccc3)c(O)c(-c3ccccc3)c2)n1, predict the reactants needed to synthesize it. The reactants are: CCCCCCCCCCCCOc1nc(Cl)nc(OCCCCCCCCCCCC)n1.Oc1cc(-c2ccccc2)c(O)c(-c2ccccc2)c1. (2) The reactants are: CC(C)(C)OC(=O)OC(=O)OC(C)(C)C.Ic1cnc2c(N3CCNCC3)cccc2c1. Given the product CC(C)(C)OC(=O)N1CCN(c2cccc3cc(I)cnc23)CC1, predict the reactants needed to synthesize it.